Dataset: Retrosynthesis with 50K atom-mapped reactions and 10 reaction types from USPTO. Task: Predict the reactants needed to synthesize the given product. Given the product CC(C)(C)OC(=O)N1CCC(c2ccc(F)cc2)C(OCc2cccc(C(=O)c3ccccc3)c2)C1, predict the reactants needed to synthesize it. The reactants are: CC(C)(C)OC(=O)N1CCC(c2ccc(F)cc2)C(O)C1.O=C(c1ccccc1)c1cccc(CBr)c1.